The task is: Regression. Given a peptide amino acid sequence and an MHC pseudo amino acid sequence, predict their binding affinity value. This is MHC class I binding data.. This data is from Peptide-MHC class I binding affinity with 185,985 pairs from IEDB/IMGT. (1) The peptide sequence is RRWRRLTVC. The MHC is HLA-B44:02 with pseudo-sequence HLA-B44:02. The binding affinity (normalized) is 0.213. (2) The peptide sequence is AEMKTDAATLA. The MHC is HLA-B57:01 with pseudo-sequence HLA-B57:01. The binding affinity (normalized) is 0. (3) The peptide sequence is ANPDVTLVQY. The MHC is Mamu-A01 with pseudo-sequence Mamu-A01. The binding affinity (normalized) is 0. (4) The peptide sequence is KYYTSYTLK. The MHC is HLA-A02:06 with pseudo-sequence HLA-A02:06. The binding affinity (normalized) is 0.0847. (5) The peptide sequence is SDSGSGFWKA. The MHC is Mamu-B3901 with pseudo-sequence Mamu-B3901. The binding affinity (normalized) is 0.129. (6) The peptide sequence is AAYHPQQFIYA. The MHC is HLA-A29:02 with pseudo-sequence HLA-A29:02. The binding affinity (normalized) is 0.0652. (7) The peptide sequence is VALWNDGTV. The MHC is HLA-B58:01 with pseudo-sequence HLA-B58:01. The binding affinity (normalized) is 0.0847.